Task: Predict the reaction yield, written as a fraction of the theoretical maximum amount of product (1.0 means a 100% yield; for example, 0.34 means a 34% yield).. Dataset: Reaction yield outcomes from USPTO patents with 853,638 reactions (1) The reactants are [CH2:1]([O:3][C:4]([C:6]1[NH:7][C:8]2[C:13]([CH:14]=1)=[CH:12][C:11](B1OC(C)(C)C(C)(C)O1)=[CH:10][CH:9]=2)=[O:5])[CH3:2].Br[C:25]1[CH:30]=[CH:29][C:28]([C:31]([F:34])([F:33])[F:32])=[CH:27][N:26]=1.C(=O)([O-])[O-].[Na+].[Na+].CCO. The catalyst is CCOC(C)=O.C1C=CC([P]([Pd]([P](C2C=CC=CC=2)(C2C=CC=CC=2)C2C=CC=CC=2)([P](C2C=CC=CC=2)(C2C=CC=CC=2)C2C=CC=CC=2)[P](C2C=CC=CC=2)(C2C=CC=CC=2)C2C=CC=CC=2)(C2C=CC=CC=2)C2C=CC=CC=2)=CC=1.C1(C)C=CC=CC=1. The product is [CH2:1]([O:3][C:4]([C:6]1[NH:7][C:8]2[C:13]([CH:14]=1)=[CH:12][C:11]([C:25]1[CH:30]=[CH:29][C:28]([C:31]([F:34])([F:33])[F:32])=[CH:27][N:26]=1)=[CH:10][CH:9]=2)=[O:5])[CH3:2]. The yield is 0.770. (2) The reactants are [CH3:1][N:2]([CH3:25])[C:3]([C:5]1[C:14]2[CH2:13][CH2:12][CH:11]([C:15]3[CH:20]=[CH:19][CH:18]=[CH:17][CH:16]=3)[CH2:10][C:9]=2[C:8]2=[N:21][C:22]([CH3:24])=[CH:23][N:7]2[CH:6]=1)=[O:4].[Br:26]N1C(=O)CCC1=O. The catalyst is ClCCl. The product is [CH3:1][N:2]([CH3:25])[C:3]([C:5]1[C:14]2[CH2:13][CH2:12][CH:11]([C:15]3[CH:20]=[CH:19][CH:18]=[CH:17][CH:16]=3)[CH2:10][C:9]=2[C:8]2=[N:21][C:22]([CH3:24])=[C:23]([Br:26])[N:7]2[CH:6]=1)=[O:4]. The yield is 0.890. (3) The reactants are CN(C(ON1N=NC2C=CC=NC1=2)=[N+](C)C)C.F[P-](F)(F)(F)(F)F.Cl.Cl.Cl.[Cl:28][C:29]1[N:34]=[CH:33][C:32]([C:35]2[NH:39][C:38]([C@@H:40]3[CH2:44][CH2:43][CH2:42][NH:41]3)=[N:37][CH:36]=2)=[CH:31][N:30]=1.[N:45]1[CH:50]=[CH:49][CH:48]=[C:47]([CH2:51][C:52](O)=[O:53])[CH:46]=1.CCN(C(C)C)C(C)C. The catalyst is CN(C=O)C. The product is [Cl:28][C:29]1[N:34]=[CH:33][C:32]([C:35]2[NH:39][C:38]([C@@H:40]3[CH2:44][CH2:43][CH2:42][N:41]3[C:52](=[O:53])[CH2:51][C:47]3[CH:46]=[N:45][CH:50]=[CH:49][CH:48]=3)=[N:37][CH:36]=2)=[CH:31][N:30]=1. The yield is 0.250. (4) The product is [NH2:10][C:11]([C@@H:13]1[CH2:17][CH2:16][C@H:15]([C:18]2[CH:23]=[CH:22][C:21]([O:24][CH2:2][C:3]3[CH:8]=[CH:7][CH:6]=[CH:5][C:4]=3[F:9])=[CH:20][CH:19]=2)[N:14]1[C:25]([O:27][C:28]([CH3:31])([CH3:30])[CH3:29])=[O:26])=[O:12]. The catalyst is C(#N)C.O. The reactants are Br[CH2:2][C:3]1[CH:8]=[CH:7][CH:6]=[CH:5][C:4]=1[F:9].[NH2:10][C:11]([C@@H:13]1[CH2:17][CH2:16][C@H:15]([C:18]2[CH:23]=[CH:22][C:21]([OH:24])=[CH:20][CH:19]=2)[N:14]1[C:25]([O:27][C:28]([CH3:31])([CH3:30])[CH3:29])=[O:26])=[O:12].C(=O)([O-])[O-].[K+].[K+].C(OCC)(=O)C. The yield is 0.850. (5) The reactants are [C:1]1([N:7]2[C:15]3[CH:14]=[CH:13][N:12]=[CH:11][C:10]=3[N:9]=[N:8]2)[CH:6]=[CH:5][CH:4]=[CH:3][CH:2]=1. The catalyst is CO.O=[Pt]=O. The product is [C:1]1([N:7]2[C:15]3[CH2:14][CH2:13][NH:12][CH2:11][C:10]=3[N:9]=[N:8]2)[CH:2]=[CH:3][CH:4]=[CH:5][CH:6]=1. The yield is 0.560. (6) The reactants are C[O:2][C:3](=[O:22])[CH:4]([C:11]1[CH:16]=[CH:15][C:14]([S:17]([CH3:20])(=[O:19])=[O:18])=[C:13]([Cl:21])[CH:12]=1)[CH2:5][CH:6]1[CH2:10][CH2:9][CH2:8][CH2:7]1.C(OC(=O)C(C1C=CC(S(C)(=O)=O)=C(Cl)C=1)CC1CCCC1)C.[OH-].[K+]. The catalyst is C(O)C.O. The product is [Cl:21][C:13]1[CH:12]=[C:11]([CH:4]([CH2:5][CH:6]2[CH2:10][CH2:9][CH2:8][CH2:7]2)[C:3]([OH:22])=[O:2])[CH:16]=[CH:15][C:14]=1[S:17]([CH3:20])(=[O:19])=[O:18]. The yield is 0.820.